From a dataset of Full USPTO retrosynthesis dataset with 1.9M reactions from patents (1976-2016). Predict the reactants needed to synthesize the given product. (1) Given the product [Cl:1][C:2]1[CH:19]=[CH:18][C:5]2[N:6]([CH2:11][CH2:12][CH2:13][C:14]([F:17])([F:16])[F:15])[C:7]([CH2:9][N:26]3[C:27]4=[CH:28][N:29]=[CH:30][CH:31]=[C:32]4[C:24]([S:21]([CH3:20])(=[O:22])=[O:23])=[N:25]3)=[N:8][C:4]=2[CH:3]=1, predict the reactants needed to synthesize it. The reactants are: [Cl:1][C:2]1[CH:19]=[CH:18][C:5]2[N:6]([CH2:11][CH2:12][CH2:13][C:14]([F:17])([F:16])[F:15])[C:7]([CH2:9]Cl)=[N:8][C:4]=2[CH:3]=1.[CH3:20][S:21]([C:24]1[C:32]2[C:27](=[CH:28][N:29]=[CH:30][CH:31]=2)[NH:26][N:25]=1)(=[O:23])=[O:22].CS(N1C2C(=CC=CC=2)C=N1)(=O)=O. (2) Given the product [C:44]([NH:47][C:28]([C:25]1[C:24]2[CH:33]=[C:20]([CH2:19][O:18][Si:1]([C:14]([CH3:15])([CH3:17])[CH3:16])([C:2]3[CH:7]=[CH:6][CH:5]=[CH:4][CH:3]=3)[C:8]3[CH:9]=[CH:10][CH:11]=[CH:12][CH:13]=3)[C:21]([N:35]3[CH2:40][C@H:39]([CH3:41])[O:38][C@H:37]([CH3:42])[CH2:36]3)=[C:22]([F:34])[C:23]=2[O:27][N:26]=1)=[O:30])([CH3:46])([CH3:45])[CH3:43], predict the reactants needed to synthesize it. The reactants are: [Si:1]([O:18][CH2:19][C:20]1[C:21]([N:35]2[CH2:40][C@H:39]([CH3:41])[O:38][C@H:37]([CH3:42])[CH2:36]2)=[C:22]([F:34])[C:23]2[O:27][N:26]=[C:25]([C:28]([O:30]CC)=O)[C:24]=2[CH:33]=1)([C:14]([CH3:17])([CH3:16])[CH3:15])([C:8]1[CH:13]=[CH:12][CH:11]=[CH:10][CH:9]=1)[C:2]1[CH:7]=[CH:6][CH:5]=[CH:4][CH:3]=1.[CH3:43][C:44]([NH2:47])([CH3:46])[CH3:45]. (3) Given the product [NH2:6][C:7]1[N:11]([C:12]2[C:13]([F:19])=[CH:14][C:15]([CH3:18])=[C:16]([S:2]([Cl:1])(=[O:5])=[O:3])[CH:17]=2)[N:10]=[C:9]([C:20]([F:23])([F:22])[F:21])[N:8]=1, predict the reactants needed to synthesize it. The reactants are: [Cl:1][S:2]([OH:5])(=O)=[O:3].[NH2:6][C:7]1[N:11]([C:12]2[CH:17]=[CH:16][C:15]([CH3:18])=[CH:14][C:13]=2[F:19])[N:10]=[C:9]([C:20]([F:23])([F:22])[F:21])[N:8]=1. (4) Given the product [CH3:23][S:20]([O:12][CH2:11][C:9]1[N:10]=[C:6]([CH2:5][O:4][CH3:3])[O:7][CH:8]=1)(=[O:22])=[O:21], predict the reactants needed to synthesize it. The reactants are: N#N.[CH3:3][O:4][CH2:5][C:6]1[O:7][CH:8]=[C:9]([CH2:11][OH:12])[N:10]=1.CCN(CC)CC.[S:20](Cl)([CH3:23])(=[O:22])=[O:21]. (5) Given the product [CH2:2]([C:10]1[N:11]=[C:12]([C:20]2[CH:25]=[CH:24][CH:23]=[C:22]([O:26][C:27]([F:30])([F:29])[F:28])[CH:21]=2)[C:13]2[CH:18]=[C:17]([CH3:19])[S:16][C:14]=2[N:15]=1)[CH2:1][CH2:6][CH3:5], predict the reactants needed to synthesize it. The reactants are: [C:1]1([CH3:5])[C:2]([CH3:2])=[CH:1][CH:6]=[CH:5][CH:6]=1.Cl[C:10]1[N:11]=[C:12]([C:20]2[CH:25]=[CH:24][CH:23]=[C:22]([O:26][C:27]([F:30])([F:29])[F:28])[CH:21]=2)[C:13]2[CH:18]=[C:17]([CH3:19])[S:16][C:14]=2[N:15]=1.C([Sn](CCCC)(CCCC)CCCC)CCC. (6) Given the product [NH2:1][C:2]1[N:6]([C:7]2[CH:8]=[C:9]([CH:16]=[CH:17][C:18]=2[CH3:19])[C:10]([NH:12][CH:13]2[CH2:14][CH2:15]2)=[O:11])[N:5]=[CH:4][C:3]=1[C:20](=[O:28])[C:21]1[CH:26]=[CH:25][CH:24]=[C:23]([O:27][CH2:30][CH:31]2[CH2:35][O:34][C:33]([CH3:37])([CH3:36])[O:32]2)[CH:22]=1, predict the reactants needed to synthesize it. The reactants are: [NH2:1][C:2]1[N:6]([C:7]2[CH:8]=[C:9]([CH:16]=[CH:17][C:18]=2[CH3:19])[C:10]([NH:12][CH:13]2[CH2:15][CH2:14]2)=[O:11])[N:5]=[CH:4][C:3]=1[C:20](=[O:28])[C:21]1[CH:26]=[CH:25][CH:24]=[C:23]([OH:27])[CH:22]=1.Cl[CH2:30][CH:31]1[CH2:35][O:34][C:33]([CH3:37])([CH3:36])[O:32]1.C([O-])([O-])=O.[K+].[K+].